Dataset: Forward reaction prediction with 1.9M reactions from USPTO patents (1976-2016). Task: Predict the product of the given reaction. (1) Given the reactants [C:1]([O:5][C:6]([N:8]1[CH2:13][CH2:12][C:11](=O)[C:10](=CN(C)C)[CH2:9]1)=[O:7])([CH3:4])([CH3:3])[CH3:2].[NH2:19][C:20]1[NH:24][N:23]=[CH:22][CH:21]=1.[CH3:25]N(C=O)C, predict the reaction product. The product is: [N:23]1[N:24]2[CH:25]=[C:11]3[CH2:12][CH2:13][N:8]([C:6]([O:5][C:1]([CH3:2])([CH3:3])[CH3:4])=[O:7])[CH2:9][C:10]3=[N:19][C:20]2=[CH:21][CH:22]=1. (2) Given the reactants [C:1]([O:8][CH2:9][CH:10]([CH2:20][CH2:21][CH2:22][O:23]CC1C=CC=CC=1)[CH2:11][O:12][C:13](=[O:19])[CH2:14][CH2:15][CH2:16][CH2:17][CH3:18])(=[O:7])[CH2:2][CH2:3][CH2:4][CH2:5][CH3:6].[H][H], predict the reaction product. The product is: [C:1]([O:8][CH2:9][CH:10]([CH2:20][CH2:21][CH2:22][OH:23])[CH2:11][O:12][C:13](=[O:19])[CH2:14][CH2:15][CH2:16][CH2:17][CH3:18])(=[O:7])[CH2:2][CH2:3][CH2:4][CH2:5][CH3:6]. (3) Given the reactants [Cl:1][C:2]1[CH:3]=[C:4]([CH:22]=[CH:23][CH:24]=1)[C:5]([NH:7][C:8]1[C:9]([N:15]2[CH2:21][CH2:20][CH2:19][NH:18][CH2:17][CH2:16]2)=[N:10][CH:11]=[C:12]([Cl:14])[CH:13]=1)=[O:6].[C:25](#[N:27])[CH3:26], predict the reaction product. The product is: [Cl:1][C:2]1[CH:3]=[C:4]([CH:22]=[CH:23][CH:24]=1)[C:5]([NH:7][C:8]1[C:9]([N:15]2[CH2:21][CH2:20][CH2:19][N:18]([CH2:26][CH2:25][N:27]3[CH2:4][CH2:3][CH2:2][CH2:24][CH2:23]3)[CH2:17][CH2:16]2)=[N:10][CH:11]=[C:12]([Cl:14])[CH:13]=1)=[O:6]. (4) Given the reactants C[O:2][C:3]1[CH:4]=[C:5]([C:9]2[CH:10]=[CH:11][CH:12]=[C:13]3[C:18]=2[N:17]=[CH:16][CH:15]=[CH:14]3)[CH:6]=[CH:7][CH:8]=1.B(Br)(Br)Br.O, predict the reaction product. The product is: [N:17]1[C:18]2[C:13](=[CH:12][CH:11]=[CH:10][C:9]=2[C:5]2[CH:4]=[C:3]([OH:2])[CH:8]=[CH:7][CH:6]=2)[CH:14]=[CH:15][CH:16]=1.